Dataset: Reaction yield outcomes from USPTO patents with 853,638 reactions. Task: Predict the reaction yield, written as a fraction of the theoretical maximum amount of product (1.0 means a 100% yield; for example, 0.34 means a 34% yield). (1) The reactants are C(OC(=O)[NH:7][CH2:8][CH2:9][N:10]1[C:19]2[C:14](=[C:15]([C:20]3[CH:21]=[C:22]4[C:27](=[CH:28][CH:29]=3)[N:26]([CH3:30])[C:25](=[O:31])[CH2:24][CH2:23]4)[CH:16]=[N:17][CH:18]=2)[CH2:13][CH2:12][CH2:11]1)(C)(C)C.[ClH:33].O1CCOCC1. The catalyst is CO. The product is [ClH:33].[NH2:7][CH2:8][CH2:9][N:10]1[C:19]2[C:14](=[C:15]([C:20]3[CH:21]=[C:22]4[C:27](=[CH:28][CH:29]=3)[N:26]([CH3:30])[C:25](=[O:31])[CH2:24][CH2:23]4)[CH:16]=[N:17][CH:18]=2)[CH2:13][CH2:12][CH2:11]1. The yield is 0.700. (2) The reactants are C[O:2][C:3](=[O:36])[CH:4]([NH:28][C:29]([O:31][C:32]([CH3:35])([CH3:34])[CH3:33])=[O:30])[CH2:5][C:6]1[CH:11]=[CH:10][C:9]([P:12]([O:17][CH2:18][CH3:19])([O:14][CH2:15][CH3:16])=[O:13])=[C:8]([P:20]([O:25][CH2:26][CH3:27])([O:22][CH2:23][CH3:24])=[O:21])[CH:7]=1.O.[OH-].[Li+]. The catalyst is C1COCC1.O. The product is [CH2:23]([O:22][P:20]([C:8]1[CH:7]=[C:6]([CH2:5][CH:4]([NH:28][C:29]([O:31][C:32]([CH3:35])([CH3:33])[CH3:34])=[O:30])[C:3]([OH:36])=[O:2])[CH:11]=[CH:10][C:9]=1[P:12]([O:14][CH2:15][CH3:16])([O:17][CH2:18][CH3:19])=[O:13])([O:25][CH2:26][CH3:27])=[O:21])[CH3:24]. The yield is 1.00.